Dataset: Full USPTO retrosynthesis dataset with 1.9M reactions from patents (1976-2016). Task: Predict the reactants needed to synthesize the given product. (1) Given the product [CH3:17][N:8]1[C:7](=[O:18])[C:6]2=[C:2]([NH:81][C:82]3[CH:87]=[CH:86][CH:85]=[CH:84][CH:83]=3)[N:3]([CH2:19][C:20]3[CH:25]=[CH:24][C:23]([C:26]4[CH:31]=[CH:30][CH:29]=[C:28]([F:32])[N:27]=4)=[CH:22][CH:21]=3)[N:4]=[C:5]2[N:10]2[C@H:11]3[CH2:16][CH2:15][CH2:14][C@H:12]3[N:13]=[C:9]12, predict the reactants needed to synthesize it. The reactants are: Cl[C:2]1[N:3]([CH2:19][C:20]2[CH:25]=[CH:24][C:23]([C:26]3[CH:31]=[CH:30][CH:29]=[C:28]([F:32])[N:27]=3)=[CH:22][CH:21]=2)[N:4]=[C:5]2[N:10]3[C@H:11]4[CH2:16][CH2:15][CH2:14][C@H:12]4[N:13]=[C:9]3[N:8]([CH3:17])[C:7](=[O:18])[C:6]=12.C([O-])([O-])=O.[K+].[K+].CC1(C)C2C(=C(P(C3C=CC=CC=3)C3C=CC=CC=3)C=CC=2)OC2C(P(C3C=CC=CC=3)C3C=CC=CC=3)=CC=CC1=2.[NH2:81][C:82]1[CH:87]=[CH:86][CH:85]=[CH:84][CH:83]=1. (2) Given the product [CH2:1]([O:8][C:9]([NH:11][C@H:12]1[CH2:17][CH2:16][CH2:15][N:14]([P:19]([NH:24][C:25]2[CH:30]=[CH:29][CH:28]=[CH:27][CH:26]=2)([NH:24][C:25]2[CH:30]=[CH:29][CH:28]=[CH:27][CH:26]=2)=[O:20])[C:13]1=[O:18])=[O:10])[C:2]1[CH:3]=[CH:4][CH:5]=[CH:6][CH:7]=1, predict the reactants needed to synthesize it. The reactants are: [CH2:1]([O:8][C:9]([NH:11][C@H:12]1[CH2:17][CH2:16][CH2:15][NH:14][C:13]1=[O:18])=[O:10])[C:2]1[CH:7]=[CH:6][CH:5]=[CH:4][CH:3]=1.[P:19](Cl)(Cl)(Cl)=[O:20].[NH2:24][C:25]1[CH:30]=[CH:29][CH:28]=[CH:27][CH:26]=1. (3) Given the product [OH:16][CH:13]1[CH2:14][CH2:15][C:10]([C:9]2[N:8]=[CH:7][C:6]([NH:17][C:18]([C:20]3[CH:21]=[N:22][N:23]([C:25]4[CH:26]=[CH:27][C:28]([C:31]([F:34])([F:32])[F:33])=[CH:29][CH:30]=4)[C:24]=3[CH3:37])=[O:19])=[CH:5][C:4]=2[CH3:3])=[CH:11][CH2:12]1, predict the reactants needed to synthesize it. The reactants are: [BH4-].[Na+].[CH3:3][C:4]1[CH:5]=[C:6]([NH:17][C:18]([C:20]2[CH:21]=[N:22][N:23]([C:25]3[CH:30]=[CH:29][C:28]([C:31]([F:34])([F:33])[F:32])=[CH:27][CH:26]=3)[CH:24]=2)=[O:19])[CH:7]=[N:8][C:9]=1[C:10]1[CH2:15][CH2:14][C:13](=[O:16])[CH2:12][CH:11]=1.[OH-].[Na+].[CH3:37]O. (4) Given the product [C:17]([O:21][C:22]([N:24]1[CH2:28][CH2:27][CH2:26][C@H:25]1[CH2:29][O:14][C:11]1[CH:10]=[CH:9][C:8]([CH2:7][C:4]2[CH:3]=[CH:2][CH:1]=[CH:6][CH:5]=2)=[CH:13][CH:12]=1)=[O:23])([CH3:20])([CH3:18])[CH3:19], predict the reactants needed to synthesize it. The reactants are: [CH:1]1[CH:2]=[CH:3][C:4]([CH2:7][C:8]2[CH:9]=[CH:10][C:11]([OH:14])=[CH:12][CH:13]=2)=[CH:5][CH:6]=1.[H-].[Na+].[C:17]([O:21][C:22]([N:24]1[CH2:28][CH2:27][CH2:26][C@H:25]1[CH2:29]OS(C1C=CC(C)=CC=1)(=O)=O)=[O:23])([CH3:20])([CH3:19])[CH3:18]. (5) Given the product [ClH:25].[ClH:25].[CH:19]1([CH:14]([N:11]2[CH2:10][CH2:9][NH:8][CH2:13][CH2:12]2)[CH2:15][CH:16]([CH3:18])[CH3:17])[CH2:24][CH2:23][CH2:22][CH2:21][CH2:20]1, predict the reactants needed to synthesize it. The reactants are: C(OC([N:8]1[CH2:13][CH2:12][N:11]([CH:14]([CH:19]2[CH2:24][CH2:23][CH2:22][CH2:21][CH2:20]2)[CH2:15][CH:16]([CH3:18])[CH3:17])[CH2:10][CH2:9]1)=O)(C)(C)C.[ClH:25].CCOC(C)=O. (6) Given the product [O:25]1[CH2:30][CH2:29][CH:28]([CH2:31][N:1]2[CH2:2][CH2:3][CH:4]([C:7]3[CH:12]=[CH:11][C:10]([NH:13][C:14]([N:16]4[CH2:24][C:23]5[CH:22]=[CH:21][N:20]=[CH:19][C:18]=5[CH2:17]4)=[O:15])=[CH:9][CH:8]=3)[CH2:5][CH2:6]2)[CH2:27][CH2:26]1, predict the reactants needed to synthesize it. The reactants are: [NH:1]1[CH2:6][CH:5]=[C:4]([C:7]2[CH:12]=[CH:11][C:10]([NH:13][C:14]([N:16]3[CH2:24][C:23]4[CH:22]=[CH:21][N:20]=[CH:19][C:18]=4[CH2:17]3)=[O:15])=[CH:9][CH:8]=2)[CH2:3][CH2:2]1.[O:25]1[CH2:30][CH2:29][CH:28]([CH:31]=O)[CH2:27][CH2:26]1.